Dataset: Catalyst prediction with 721,799 reactions and 888 catalyst types from USPTO. Task: Predict which catalyst facilitates the given reaction. (1) Reactant: [NH2:1][C:2]1[CH:10]=[CH:9][C:8]([O:11][CH3:12])=[CH:7][C:3]=1[C:4]([NH2:6])=[O:5].Cl.[C:14](Cl)(=[O:21])[C:15]1[CH:20]=[CH:19][CH:18]=[N:17][CH:16]=1.N1C=CC=CC=1. Product: [C:4]([C:3]1[CH:7]=[C:8]([O:11][CH3:12])[CH:9]=[CH:10][C:2]=1[NH:1][C:14](=[O:21])[C:15]1[CH:20]=[CH:19][CH:18]=[N:17][CH:16]=1)(=[O:5])[NH2:6]. The catalyst class is: 1. (2) Reactant: Cl[C:2]1[N:3]=[N:4][CH:5]=[C:6](Cl)[C:7]=1[Cl:8].FC(F)(F)C([O-])=O.[CH3:17][O:18][C:19]1[C:20]([CH:25]2[CH2:30][CH2:29][NH2+:28][CH2:27][CH2:26]2)=[N:21][CH:22]=[CH:23][CH:24]=1.C(=O)([O-])[O-].[K+].[K+].[NH2:37][NH2:38]. Product: [Cl:8][C:7]1[C:6]([N:28]2[CH2:29][CH2:30][CH:25]([C:20]3[C:19]([O:18][CH3:17])=[CH:24][CH:23]=[CH:22][N:21]=3)[CH2:26][CH2:27]2)=[CH:5][N:4]=[N:3][C:2]=1[NH:37][NH2:38]. The catalyst class is: 708. (3) Reactant: [C:1]([O:5][C:6]([N:8]1[CH2:12][C@@H:11]([C:13]2[CH:18]=[CH:17][CH:16]=[C:15]([Cl:19])[CH:14]=2)[C@H:10](C(O)=O)[CH2:9]1)=[O:7])([CH3:4])([CH3:3])[CH3:2].CC[N:25]([CH2:28]C)CC.C1(P(N=[N+]=[N-])(C2C=CC=CC=2)=[O:37])C=CC=CC=1.[C:47]1([N:53]2[C:57]([NH2:58])=[C:56]3[CH2:59][CH2:60][CH2:61][C:55]3=[N:54]2)[CH:52]=[CH:51][CH:50]=[CH:49][CH:48]=1. Product: [Cl:19][C:15]1[CH:14]=[C:13]([C@H:11]2[C@H:10]([NH:25][C:28]([NH:58][C:57]3[N:53]([C:47]4[CH:48]=[CH:49][CH:50]=[CH:51][CH:52]=4)[N:54]=[C:55]4[CH2:61][CH2:60][CH2:59][C:56]=34)=[O:37])[CH2:9][N:8]([C:6]([O:5][C:1]([CH3:2])([CH3:3])[CH3:4])=[O:7])[CH2:12]2)[CH:18]=[CH:17][CH:16]=1. The catalyst class is: 11. (4) Reactant: [F:1][C:2]([F:22])([F:21])[C:3]1[CH:4]=[C:5]([CH:18]=[CH:19][CH:20]=1)[O:6][C:7]1[C:16]2[C:11](=[C:12]([NH2:17])[CH:13]=[CH:14][CH:15]=2)[N:10]=[CH:9][N:8]=1.[Cl:23][C:24]1[C:25]([C:38](O)=[O:39])=[N:26][C:27]([CH2:30][NH:31][C:32](=[O:37])[C:33]([CH3:36])([CH3:35])[CH3:34])=[CH:28][CH:29]=1.C(Cl)(=O)C(Cl)=O.CCN(C(C)C)C(C)C. Product: [Cl:23][C:24]1[C:25]([C:38]([NH:17][C:12]2[CH:13]=[CH:14][CH:15]=[C:16]3[C:11]=2[N:10]=[CH:9][N:8]=[C:7]3[O:6][C:5]2[CH:18]=[CH:19][CH:20]=[C:3]([C:2]([F:1])([F:21])[F:22])[CH:4]=2)=[O:39])=[N:26][C:27]([CH2:30][NH:31][C:32](=[O:37])[C:33]([CH3:36])([CH3:34])[CH3:35])=[CH:28][CH:29]=1. The catalyst class is: 85. (5) Reactant: [CH:1](=O)[CH3:2].[CH3:4][O:5][C:6]([C:8]1[CH:9]=[C:10]([CH3:35])[C:11]2[O:17][C:16]3[C:18]([Cl:31])=[CH:19][C:20]([NH:22][CH2:23][CH2:24][N:25]4[CH2:30][CH2:29][CH2:28][CH2:27][CH2:26]4)=[CH:21][C:15]=3[CH2:14][S:13](=[O:33])(=[O:32])[C:12]=2[CH:34]=1)=[O:7].C(O)(C(F)(F)F)=O.C([BH3-])#N.[Na+]. Product: [CH3:4][O:5][C:6]([C:8]1[CH:9]=[C:10]([CH3:35])[C:11]2[O:17][C:16]3[C:18]([Cl:31])=[CH:19][C:20]([N:22]([CH2:1][CH3:2])[CH2:23][CH2:24][N:25]4[CH2:26][CH2:27][CH2:28][CH2:29][CH2:30]4)=[CH:21][C:15]=3[CH2:14][S:13](=[O:32])(=[O:33])[C:12]=2[CH:34]=1)=[O:7]. The catalyst class is: 5. (6) Reactant: Cl[Sn](Cl)(Cl)Cl.Br[C:7]1[CH:8]=[C:9]2[C:13](=[CH:14][CH:15]=1)[NH:12][CH:11]=[CH:10]2.[C:16](Cl)(=[O:18])[CH3:17].O. Product: [C:16]([C:11]1[NH:12][C:13]2[C:9]([CH:10]=1)=[CH:8][CH:7]=[CH:15][CH:14]=2)(=[O:18])[CH3:17]. The catalyst class is: 11.